From a dataset of Full USPTO retrosynthesis dataset with 1.9M reactions from patents (1976-2016). Predict the reactants needed to synthesize the given product. (1) The reactants are: [CH:1]1([N:5]2[CH2:11][CH2:10][C:9]3[S:12][C:13]([CH:15]4[CH2:20][CH2:19][NH:18][CH2:17][CH2:16]4)=[N:14][C:8]=3[CH2:7][CH2:6]2)[CH2:4][CH2:3][CH2:2]1.[C:21]([C:23]1[N:28]=[CH:27][C:26]([C:29](O)=[O:30])=[CH:25][CH:24]=1)#[N:22]. Given the product [CH:1]1([N:5]2[CH2:11][CH2:10][C:9]3[S:12][C:13]([CH:15]4[CH2:20][CH2:19][N:18]([C:29]([C:26]5[CH:25]=[CH:24][C:23]([C:21]#[N:22])=[N:28][CH:27]=5)=[O:30])[CH2:17][CH2:16]4)=[N:14][C:8]=3[CH2:7][CH2:6]2)[CH2:2][CH2:3][CH2:4]1, predict the reactants needed to synthesize it. (2) The reactants are: [NH2:1][CH2:2][CH2:3][CH2:4][CH2:5][CH2:6][CH2:7][N:8]1[CH:12]([CH:13]([C:32]2[CH:37]=[CH:36][CH:35]=[CH:34][CH:33]=2)[O:14][CH:15]([C:24]2[CH:29]=[CH:28][C:27]([O:30][CH3:31])=[CH:26][CH:25]=2)[C:16]2[CH:21]=[CH:20][C:19]([O:22][CH3:23])=[CH:18][CH:17]=2)[CH2:11][CH:10]([OH:38])[CH2:9]1.C(N([CH2:44][CH3:45])CC)C.[CH3:46][C@@H:47]([C@@H:54]1[C@@:58]2([CH3:76])[CH2:59][CH2:60][CH:61]3[C@@:66]4([CH3:75])[CH2:67][CH2:68][CH:69]([O:71][C:72](Cl)=[O:73])[CH2:70][C:65]4=[CH:64][CH2:63][CH:62]3[CH:57]2[CH2:56][CH2:55]1)CCCC(C)C.CO.C(Cl)(Cl)Cl. Given the product [CH3:75][C:66]12[CH2:67][CH2:68][CH:69]([O:71][C:72](=[O:73])[NH:1][CH2:2][CH2:3][CH2:4][CH2:5][CH2:6][CH2:7][N:8]3[CH2:9][CH:10]([OH:38])[CH2:11][CH:12]3[CH:13]([C:32]3[CH:33]=[CH:34][CH:35]=[CH:36][CH:37]=3)[O:14][CH:15]([C:16]3[CH:21]=[CH:20][C:19]([O:22][CH3:23])=[CH:18][CH:17]=3)[C:24]3[CH:29]=[CH:28][C:27]([O:30][CH3:31])=[CH:26][CH:25]=3)[CH2:70][C:65]1=[CH:64][CH2:63][CH:62]1[CH:61]2[CH2:60][CH2:59][C:58]2([CH3:76])[CH:57]1[CH2:56][CH2:55][CH:54]2[CH2:47][CH2:46][CH2:2][CH2:3][CH2:4][CH2:5][CH2:44][CH3:45], predict the reactants needed to synthesize it.